Predict the product of the given reaction. From a dataset of Forward reaction prediction with 1.9M reactions from USPTO patents (1976-2016). (1) Given the reactants [Si:1]([O:18][CH2:19][C:20]1[CH:21]=[C:22]([CH:26]([CH:37]2[CH2:39][CH2:38]2)[CH:27]2C(=O)O[C:30](C)([CH3:34])[O:29][C:28]2=[O:36])[CH:23]=[CH:24][CH:25]=1)([C:14]([CH3:17])([CH3:16])[CH3:15])([C:8]1[CH:13]=[CH:12][CH:11]=[CH:10][CH:9]=1)[C:2]1[CH:7]=[CH:6][CH:5]=[CH:4][CH:3]=1.C(O)C, predict the reaction product. The product is: [Si:1]([O:18][CH2:19][C:20]1[CH:21]=[C:22]([CH:26]([CH:37]2[CH2:38][CH2:39]2)[CH2:27][C:28]([O:29][CH2:30][CH3:34])=[O:36])[CH:23]=[CH:24][CH:25]=1)([C:14]([CH3:17])([CH3:15])[CH3:16])([C:8]1[CH:13]=[CH:12][CH:11]=[CH:10][CH:9]=1)[C:2]1[CH:3]=[CH:4][CH:5]=[CH:6][CH:7]=1. (2) Given the reactants [N+](C1N=C2N(C=1)CC1(CCN([C:14](=[O:29])[CH2:15][N:16]3[CH2:21][CH2:20][N:19]([C:22](OC(C)(C)C)=O)[CH2:18][CH2:17]3)CC1)O2)([O-])=O.FC(F)(F)C(O)=O.[F:40][C:41]([F:51])([F:50])[C:42]1[CH:49]=[CH:48][C:45](C=O)=[CH:44][CH:43]=1.[B-]C#N.[Na+].C(=O)([O-])O.[Na+], predict the reaction product. The product is: [F:40][C:41]([F:51])([F:50])[C:42]1[CH:49]=[CH:48][C:45]([CH2:22][N:19]2[CH2:18][CH2:17][N:16]([CH2:15][CH:14]=[O:29])[CH2:21][CH2:20]2)=[CH:44][CH:43]=1.